The task is: Predict the product of the given reaction.. This data is from Forward reaction prediction with 1.9M reactions from USPTO patents (1976-2016). (1) Given the reactants [C:1]([C:3]1[CH:4]=[C:5]([N:9]2[CH2:13][CH2:12][C@H:11]3[CH2:14][N:15](C(OC(C)(C)C)=O)[CH2:16][C@@H:10]23)[CH:6]=[N:7][CH:8]=1)#[N:2].FC(F)(F)C(O)=O, predict the reaction product. The product is: [N:9]1([C:5]2[CH:6]=[N:7][CH:8]=[C:3]([CH:4]=2)[C:1]#[N:2])[CH2:13][CH2:12][C@H:11]2[CH2:14][NH:15][CH2:16][C@@H:10]12. (2) Given the reactants [F:1][C:2]([F:34])([F:33])[C:3]1[N:8]=[CH:7][C:6]([C:9]2[N:14]=[CH:13][N:12]=[C:11]([CH2:15][NH:16][C:17]([C@H:19]3[N:25](C(OC(C)(C)C)=O)[CH2:24][C:21]4([CH2:23][CH2:22]4)[CH2:20]3)=[O:18])[CH:10]=2)=[CH:5][CH:4]=1.Cl.O1CCOCC1, predict the reaction product. The product is: [F:33][C:2]([F:1])([F:34])[C:3]1[N:8]=[CH:7][C:6]([C:9]2[N:14]=[CH:13][N:12]=[C:11]([CH2:15][NH:16][C:17]([C@@H:19]3[CH2:20][C:21]4([CH2:23][CH2:22]4)[CH2:24][NH:25]3)=[O:18])[CH:10]=2)=[CH:5][CH:4]=1. (3) Given the reactants [Cl:1][C:2]1[N:9]=[CH:8][C:7]([C:10]2[CH:15]=[CH:14][C:13]([O:16][CH3:17])=[CH:12][CH:11]=2)=[CH:6][C:3]=1[CH:4]=[O:5].N1C=CN=C1.[C:23]1(=[O:29])[CH2:28][CH2:27][CH2:26][CH:25]=[CH:24]1, predict the reaction product. The product is: [Cl:1][C:2]1[C:3]([CH:4]([OH:5])[C:24]2[C:23](=[O:29])[CH2:28][CH2:27][CH2:26][CH:25]=2)=[CH:6][C:7]([C:10]2[CH:15]=[CH:14][C:13]([O:16][CH3:17])=[CH:12][CH:11]=2)=[CH:8][N:9]=1.